This data is from Forward reaction prediction with 1.9M reactions from USPTO patents (1976-2016). The task is: Predict the product of the given reaction. (1) Given the reactants C(OC(=O)[NH:7][C@@H:8]1[CH2:10][C@H:9]1[C:11]1[CH:15]=[C:14]([C:16](=[O:24])[NH:17][C:18]2[CH:19]=[N:20][N:21]([CH3:23])[CH:22]=2)[S:13][C:12]=1[CH3:25])(C)(C)C.[ClH:27].C(OCC)(=O)C, predict the reaction product. The product is: [ClH:27].[ClH:27].[NH2:7][C@@H:8]1[CH2:10][C@H:9]1[C:11]1[CH:15]=[C:14]([C:16]([NH:17][C:18]2[CH:19]=[N:20][N:21]([CH3:23])[CH:22]=2)=[O:24])[S:13][C:12]=1[CH3:25]. (2) Given the reactants [ClH:1].[NH2:2][C:3]1[C:4]([O:27][CH2:28][CH3:29])=[CH:5][CH:6]=[C:7]2[C:12]=1[CH:11]=[N:10][CH:9]=[C:8]2[C:13]([C:15]1[CH:20]=[C:19]([O:21][CH3:22])[C:18]([O:23][CH3:24])=[C:17]([O:25][CH3:26])[CH:16]=1)=[O:14].[NH:30](C(OC(C)(C)C)=O)[C@H:31]([C:39](O)=[O:40])[CH2:32][C:33]1[CH:38]=[CH:37][CH:36]=[CH:35][CH:34]=1.CN1CCOCC1.CCN=C=NCCCN(C)C, predict the reaction product. The product is: [ClH:1].[ClH:1].[NH2:30][C@@H:31]([CH2:32][C:33]1[CH:38]=[CH:37][CH:36]=[CH:35][CH:34]=1)[C:39]([NH:2][C:3]1[C:4]([O:27][CH2:28][CH3:29])=[CH:5][CH:6]=[C:7]2[C:12]=1[CH:11]=[N:10][CH:9]=[C:8]2[C:13](=[O:14])[C:15]1[CH:20]=[C:19]([O:21][CH3:22])[C:18]([O:23][CH3:24])=[C:17]([O:25][CH3:26])[CH:16]=1)=[O:40]. (3) Given the reactants I[C:2]1[C:10]2[O:9][CH:8]=[CH:7][C:6]=2[CH:5]=[C:4]([N+:11]([O-:13])=[O:12])[CH:3]=1.[NH:14]1[CH2:19][CH2:18][CH:17]([NH:20][C:21](=[O:27])[O:22][C:23]([CH3:26])([CH3:25])[CH3:24])[CH2:16][CH2:15]1.CC1(C)C2C(=C(P(C3C=CC=CC=3)C3C=CC=CC=3)C=CC=2)OC2C(P(C3C=CC=CC=3)C3C=CC=CC=3)=CC=CC1=2.CC(C)([O-])C.[Na+], predict the reaction product. The product is: [N+:11]([C:4]1[CH:3]=[C:2]([N:14]2[CH2:15][CH2:16][CH:17]([NH:20][C:21](=[O:27])[O:22][C:23]([CH3:25])([CH3:24])[CH3:26])[CH2:18][CH2:19]2)[C:10]2[O:9][CH:8]=[CH:7][C:6]=2[CH:5]=1)([O-:13])=[O:12].